Task: Predict the reactants needed to synthesize the given product.. Dataset: Full USPTO retrosynthesis dataset with 1.9M reactions from patents (1976-2016) (1) The reactants are: C(O[C:6]([N:8](C)[CH2:9][C:10]([O:12][CH2:13][N:14]1[C:18]2=[N:19][CH:20]=[C:21]([C:23]3[CH:28]=[CH:27][C:26]([Cl:29])=[CH:25][CH:24]=3)[CH:22]=[C:17]2[C:16]([C:30](=[O:46])[C:31]2[C:36]([F:37])=[CH:35][CH:34]=[C:33]([NH:38][S:39]([CH2:42][CH2:43][CH3:44])(=[O:41])=[O:40])[C:32]=2[F:45])=[CH:15]1)=[O:11])=O)(C)(C)C.Cl. Given the product [ClH:29].[CH3:6][NH:8][CH2:9][C:10]([O:12][CH2:13][N:14]1[C:18]2=[N:19][CH:20]=[C:21]([C:23]3[CH:28]=[CH:27][C:26]([Cl:29])=[CH:25][CH:24]=3)[CH:22]=[C:17]2[C:16]([C:30](=[O:46])[C:31]2[C:36]([F:37])=[CH:35][CH:34]=[C:33]([NH:38][S:39]([CH2:42][CH2:43][CH3:44])(=[O:40])=[O:41])[C:32]=2[F:45])=[CH:15]1)=[O:11], predict the reactants needed to synthesize it. (2) Given the product [CH3:19][C@H:20]([CH2:24][CH:25]=[CH2:26])[C:21]([O:8][CH2:7][C@H:6]([NH:5][C:3](=[O:4])[C:2]([F:18])([F:1])[CH2:15][CH:16]=[CH2:17])[C:9]1[CH:14]=[CH:13][CH:12]=[CH:11][CH:10]=1)=[O:22], predict the reactants needed to synthesize it. The reactants are: [F:1][C:2]([F:18])([CH2:15][CH:16]=[CH2:17])[C:3]([NH:5][C@H:6]([C:9]1[CH:14]=[CH:13][CH:12]=[CH:11][CH:10]=1)[CH2:7][OH:8])=[O:4].[CH3:19][C@H:20]([CH2:24][CH:25]=[CH2:26])[C:21](O)=[O:22].